This data is from NCI-60 drug combinations with 297,098 pairs across 59 cell lines. The task is: Regression. Given two drug SMILES strings and cell line genomic features, predict the synergy score measuring deviation from expected non-interaction effect. (1) Drug 1: COC1=NC(=NC2=C1N=CN2C3C(C(C(O3)CO)O)O)N. Drug 2: CC(C)(C#N)C1=CC(=CC(=C1)CN2C=NC=N2)C(C)(C)C#N. Cell line: M14. Synergy scores: CSS=41.6, Synergy_ZIP=1.09, Synergy_Bliss=1.31, Synergy_Loewe=3.16, Synergy_HSA=1.61. (2) Drug 1: CC1=CC=C(C=C1)C2=CC(=NN2C3=CC=C(C=C3)S(=O)(=O)N)C(F)(F)F. Drug 2: C1C(C(OC1N2C=C(C(=O)NC2=O)F)CO)O. Cell line: A498. Synergy scores: CSS=19.2, Synergy_ZIP=4.30, Synergy_Bliss=5.53, Synergy_Loewe=-15.6, Synergy_HSA=0.696.